This data is from NCI-60 drug combinations with 297,098 pairs across 59 cell lines. The task is: Regression. Given two drug SMILES strings and cell line genomic features, predict the synergy score measuring deviation from expected non-interaction effect. (1) Synergy scores: CSS=5.08, Synergy_ZIP=-5.18, Synergy_Bliss=-5.42, Synergy_Loewe=-8.50, Synergy_HSA=-5.47. Drug 2: C(CC(=O)O)C(=O)CN.Cl. Drug 1: CNC(=O)C1=CC=CC=C1SC2=CC3=C(C=C2)C(=NN3)C=CC4=CC=CC=N4. Cell line: CAKI-1. (2) Drug 1: CCC1=C2CN3C(=CC4=C(C3=O)COC(=O)C4(CC)O)C2=NC5=C1C=C(C=C5)O. Drug 2: C1CN1C2=NC(=NC(=N2)N3CC3)N4CC4. Cell line: SF-539. Synergy scores: CSS=58.8, Synergy_ZIP=3.18, Synergy_Bliss=4.63, Synergy_Loewe=5.34, Synergy_HSA=7.00. (3) Drug 1: CC1=C(N=C(N=C1N)C(CC(=O)N)NCC(C(=O)N)N)C(=O)NC(C(C2=CN=CN2)OC3C(C(C(C(O3)CO)O)O)OC4C(C(C(C(O4)CO)O)OC(=O)N)O)C(=O)NC(C)C(C(C)C(=O)NC(C(C)O)C(=O)NCCC5=NC(=CS5)C6=NC(=CS6)C(=O)NCCC[S+](C)C)O. Drug 2: B(C(CC(C)C)NC(=O)C(CC1=CC=CC=C1)NC(=O)C2=NC=CN=C2)(O)O. Cell line: HL-60(TB). Synergy scores: CSS=52.7, Synergy_ZIP=-2.23, Synergy_Bliss=-5.02, Synergy_Loewe=-25.1, Synergy_HSA=-6.34. (4) Drug 1: C1=C(C(=O)NC(=O)N1)N(CCCl)CCCl. Drug 2: CNC(=O)C1=NC=CC(=C1)OC2=CC=C(C=C2)NC(=O)NC3=CC(=C(C=C3)Cl)C(F)(F)F. Cell line: ACHN. Synergy scores: CSS=63.5, Synergy_ZIP=-2.31, Synergy_Bliss=-4.34, Synergy_Loewe=-5.19, Synergy_HSA=-3.23.